This data is from Peptide-MHC class I binding affinity with 185,985 pairs from IEDB/IMGT. The task is: Regression. Given a peptide amino acid sequence and an MHC pseudo amino acid sequence, predict their binding affinity value. This is MHC class I binding data. (1) The peptide sequence is AMDTHLYFE. The MHC is HLA-B46:01 with pseudo-sequence HLA-B46:01. The binding affinity (normalized) is 0.0847. (2) The peptide sequence is YIISTHYQF. The MHC is HLA-B15:42 with pseudo-sequence HLA-B15:42. The binding affinity (normalized) is 0.213. (3) The peptide sequence is NDNSTATLC. The MHC is HLA-B45:01 with pseudo-sequence HLA-B45:01. The binding affinity (normalized) is 0.